The task is: Regression. Given two drug SMILES strings and cell line genomic features, predict the synergy score measuring deviation from expected non-interaction effect.. This data is from Merck oncology drug combination screen with 23,052 pairs across 39 cell lines. (1) Cell line: T47D. Synergy scores: synergy=11.7. Drug 2: CCc1cnn2c(NCc3ccc[n+]([O-])c3)cc(N3CCCCC3CCO)nc12. Drug 1: Cc1nc(Nc2ncc(C(=O)Nc3c(C)cccc3Cl)s2)cc(N2CCN(CCO)CC2)n1. (2) Cell line: MSTO. Drug 1: CCC1=CC2CN(C1)Cc1c([nH]c3ccccc13)C(C(=O)OC)(c1cc3c(cc1OC)N(C)C1C(O)(C(=O)OC)C(OC(C)=O)C4(CC)C=CCN5CCC31C54)C2. Synergy scores: synergy=102. Drug 2: Cc1nc(Nc2ncc(C(=O)Nc3c(C)cccc3Cl)s2)cc(N2CCN(CCO)CC2)n1.